From a dataset of Reaction yield outcomes from USPTO patents with 853,638 reactions. Predict the reaction yield, written as a fraction of the theoretical maximum amount of product (1.0 means a 100% yield; for example, 0.34 means a 34% yield). The reactants are [Br:1][C:2]1[CH:3]=[N:4][C:5](I)=[N:6][CH:7]=1.[F:9][C:10]1[CH:15]=[CH:14][CH:13]=[CH:12][C:11]=1B(O)O.C([O-])([O-])=O.[K+].[K+]. The catalyst is O1CCOCC1.C1C=CC([P]([Pd]([P](C2C=CC=CC=2)(C2C=CC=CC=2)C2C=CC=CC=2)([P](C2C=CC=CC=2)(C2C=CC=CC=2)C2C=CC=CC=2)[P](C2C=CC=CC=2)(C2C=CC=CC=2)C2C=CC=CC=2)(C2C=CC=CC=2)C2C=CC=CC=2)=CC=1. The product is [Br:1][C:2]1[CH:3]=[N:4][C:5]([C:11]2[CH:12]=[CH:13][CH:14]=[CH:15][C:10]=2[F:9])=[N:6][CH:7]=1. The yield is 0.560.